The task is: Predict the product of the given reaction.. This data is from Forward reaction prediction with 1.9M reactions from USPTO patents (1976-2016). (1) Given the reactants C([Mg]Cl)(C)C.C[O:7][CH2:8][C:9]1([C:22]([O:24][CH3:25])=O)[CH2:14][CH2:13][N:12]([C:15]([O:17][C:18]([CH3:21])([CH3:20])[CH3:19])=[O:16])[CH2:11][CH2:10]1.Cl.[CH3:27][NH:28][O:29][CH3:30], predict the reaction product. The product is: [CH3:25][O:24][CH2:22][C:9]1([C:8]([N:28]([O:29][CH3:30])[CH3:27])=[O:7])[CH2:14][CH2:13][N:12]([C:15]([O:17][C:18]([CH3:21])([CH3:20])[CH3:19])=[O:16])[CH2:11][CH2:10]1. (2) The product is: [NH:8]1[C:16]2[C:11](=[CH:12][C:13]([C:17]3[C:18]([C:35]([O:37][CH2:38][CH3:39])=[O:36])=[C:19]4[C:28]5[C:23](=[CH:24][C:25]([O:31][CH3:32])=[C:26]([O:29][CH3:30])[CH:27]=5)[CH2:22][CH2:21][N:20]4[C:33]=3[CH3:34])=[CH:14][CH:15]=2)[CH2:10][CH2:9]1. Given the reactants C([N:8]1[C:16]2[C:11](=[CH:12][C:13]([C:17]3[C:18]([C:35]([O:37][CH2:38][CH3:39])=[O:36])=[C:19]4[C:28]5[C:23](=[CH:24][C:25]([O:31][CH3:32])=[C:26]([O:29][CH3:30])[CH:27]=5)[CH2:22][CH2:21][N:20]4[C:33]=3[CH3:34])=[CH:14][CH:15]=2)[CH2:10][CH2:9]1)C1C=CC=CC=1.[H][H], predict the reaction product. (3) Given the reactants N1C=CC=CC=1.[C:7]([O:10][CH2:11][C:12]([CH3:47])([CH3:46])[CH2:13][N:14]1[C:20]2[CH:21]=[CH:22][C:23]([Cl:25])=[CH:24][C:19]=2[C@@H:18]([C:26]2[CH:31]=[CH:30][CH:29]=[C:28]([O:32][CH3:33])[C:27]=2[O:34][CH3:35])[O:17][C@H:16]([CH2:36][C:37](=O)[CH2:38][C:39]([O:41][CH2:42][CH3:43])=[O:40])[C:15]1=[O:45])(=[O:9])[CH3:8].Cl.[NH:49]([CH2:51][C:52]([O:54][CH2:55][CH3:56])=[O:53])[NH2:50], predict the reaction product. The product is: [C:7]([O:10][CH2:11][C:12]([CH3:46])([CH3:47])[CH2:13][N:14]1[C:20]2[CH:21]=[CH:22][C:23]([Cl:25])=[CH:24][C:19]=2[C@@H:18]([C:26]2[CH:31]=[CH:30][CH:29]=[C:28]([O:32][CH3:33])[C:27]=2[O:34][CH3:35])[O:17][C@H:16]([CH2:36][C:37]2[CH:38]=[C:39]([O:41][CH2:42][CH3:43])[N:49]([CH2:51][C:52]([O:54][CH2:55][CH3:56])=[O:53])[N:50]=2)[C:15]1=[O:45])(=[O:9])[CH3:8].[C:7]([O:10][CH2:11][C:12]([CH3:46])([CH3:47])[CH2:13][N:14]1[C:20]2[CH:21]=[CH:22][C:23]([Cl:25])=[CH:24][C:19]=2[C@@H:18]([C:26]2[CH:31]=[CH:30][CH:29]=[C:28]([O:32][CH3:33])[C:27]=2[O:34][CH3:35])[O:17][C@H:16]([CH2:36][C:37]2[CH:38]=[C:39]([OH:40])[N:49]([CH2:51][C:52]([O:54][CH2:55][CH3:56])=[O:53])[N:50]=2)[C:15]1=[O:45])(=[O:9])[CH3:8]. (4) Given the reactants [CH2:1]([C:5]1[CH:10]=[CH:9][C:8]([S:11]([N:14]2[CH2:19][CH2:18][C:17](O)(O)[CH2:16][CH2:15]2)(=[O:13])=[O:12])=[CH:7][CH:6]=1)[CH2:2][CH2:3][CH3:4].[Cl-].[OH:23][NH3+:24].C([O-])(=O)C.[Na+], predict the reaction product. The product is: [CH2:1]([C:5]1[CH:10]=[CH:9][C:8]([S:11]([N:14]2[CH2:19][CH2:18][C:17](=[N:24][OH:23])[CH2:16][CH2:15]2)(=[O:13])=[O:12])=[CH:7][CH:6]=1)[CH2:2][CH2:3][CH3:4].